Task: Regression. Given two drug SMILES strings and cell line genomic features, predict the synergy score measuring deviation from expected non-interaction effect.. Dataset: NCI-60 drug combinations with 297,098 pairs across 59 cell lines (1) Drug 1: CC(C1=C(C=CC(=C1Cl)F)Cl)OC2=C(N=CC(=C2)C3=CN(N=C3)C4CCNCC4)N. Drug 2: CC(CN1CC(=O)NC(=O)C1)N2CC(=O)NC(=O)C2. Cell line: NCIH23. Synergy scores: CSS=15.9, Synergy_ZIP=-7.45, Synergy_Bliss=-0.851, Synergy_Loewe=-4.22, Synergy_HSA=1.08. (2) Cell line: MCF7. Drug 2: C1CC(=O)NC(=O)C1N2C(=O)C3=CC=CC=C3C2=O. Synergy scores: CSS=12.8, Synergy_ZIP=-3.95, Synergy_Bliss=-1.48, Synergy_Loewe=-47.3, Synergy_HSA=-1.75. Drug 1: CCC1=C2CN3C(=CC4=C(C3=O)COC(=O)C4(CC)O)C2=NC5=C1C=C(C=C5)O.